Task: Binary Classification. Given protein and peptide amino acid sequences, predict whether they interact or not.. Dataset: Protein-peptide binding for MDM2, ACE2, and 12ca5 with 34 validated binders (1) The protein target is ACE2 with sequence MSSSSWLLLSLVAVTAAQSTIEEQAKTFLDKFNHEAEDLFYQSSLASWNYNTNITEENVQNMNNAGDKWSAFLKEQSTLAQMYPLQEIQNLTVKLQLQALQQNGSSVLSEDKSKRLNTILNTMSTIYSTGKVCNPDNPQECLLLEPGLNEIMANSLDYNERLWAWESWRSEVGKQLRPLYEEYVVLKNEMARANHYEDYGDYWRGDYEVNGVDGYDYSRGQLIEDVEHTFEEIKPLYEHLHAYVRAKLMNAYPSYISPIGCLPAHLLGDMWGRFWTNLYSLTVPFGQKPNIDVTDAMVDQAWDAQRIFKEAEKFFVSVGLPNMTQGFWENSMLTDPGNVQKAVCHPTAWDLGKGDFRILMCTKVTMDDFLTAHHEMGHIQYDMAYAAQPFLLRNGANEGFHEAVGEIMSLSAATPKHLKSIGLLSPDFQEDNETEINFLLKQALTIVGTLPFTYMLEKWRWMVFKGEIPKDQWMKKWWEMKREIVGVVEPVPHDETYCDP.... The peptide is LWTVHWFQTYTPK. (2) The protein target is MDM2 with sequence MCNTNMSVPTDGAVTTSQIPASEQETLVRPKPLLLKLLKSVGAQKDTYTMKEVLFYLGQYIMTKRLYDEKQQHIVYCSNDLLGDLFGVPSFSVKEHRKIYTMIYRNLVVVNQQESSDSGTSVSENRCHLEGGSDQKDLVQELQEEKPSSSHLVSRPSTSSRRRAISETEENSDELSGERQRKRHKSDSISLSFDESLALCVIREICCERSSSSESTGTPSNPDLDAGVSEHSGDWLDQDSVSDQFSVEFEVESLDSEDYSLSEEGQELSDEDDEVYQVTVYQAGESDTDSFEEDPEISLADYWKCTSCNEMNPPLPSHCNRCWALRENWLPEDKGKDKGEISEKAKLENSTQAEEGFDVPDCKKTIVNDSRESCVEENDDKITQASQSQESEDYSQPSTSSSIIYSSQEDVKEFEREETQDKEESVESSLPLNAIEPCVICQGRPKNGCIVHGKTGHLMACFTCAKKLKKRNKPCPVCRQPIQMIVLTYFP. The peptide is AAFAAAWAALAAK. (3) The protein target is MDM2 with sequence MCNTNMSVPTDGAVTTSQIPASEQETLVRPKPLLLKLLKSVGAQKDTYTMKEVLFYLGQYIMTKRLYDEKQQHIVYCSNDLLGDLFGVPSFSVKEHRKIYTMIYRNLVVVNQQESSDSGTSVSENRCHLEGGSDQKDLVQELQEEKPSSSHLVSRPSTSSRRRAISETEENSDELSGERQRKRHKSDSISLSFDESLALCVIREICCERSSSSESTGTPSNPDLDAGVSEHSGDWLDQDSVSDQFSVEFEVESLDSEDYSLSEEGQELSDEDDEVYQVTVYQAGESDTDSFEEDPEISLADYWKCTSCNEMNPPLPSHCNRCWALRENWLPEDKGKDKGEISEKAKLENSTQAEEGFDVPDCKKTIVNDSRESCVEENDDKITQASQSQESEDYSQPSTSSSIIYSSQEDVKEFEREETQDKEESVESSLPLNAIEPCVICQGRPKNGCIVHGKTGHLMACFTCAKKLKKRNKPCPVCRQPIQMIVLTYFP. The peptide is AAFAAYWAAAAPK. (4) The protein target is MDM2 with sequence MCNTNMSVPTDGAVTTSQIPASEQETLVRPKPLLLKLLKSVGAQKDTYTMKEVLFYLGQYIMTKRLYDEKQQHIVYCSNDLLGDLFGVPSFSVKEHRKIYTMIYRNLVVVNQQESSDSGTSVSENRCHLEGGSDQKDLVQELQEEKPSSSHLVSRPSTSSRRRAISETEENSDELSGERQRKRHKSDSISLSFDESLALCVIREICCERSSSSESTGTPSNPDLDAGVSEHSGDWLDQDSVSDQFSVEFEVESLDSEDYSLSEEGQELSDEDDEVYQVTVYQAGESDTDSFEEDPEISLADYWKCTSCNEMNPPLPSHCNRCWALRENWLPEDKGKDKGEISEKAKLENSTQAEEGFDVPDCKKTIVNDSRESCVEENDDKITQASQSQESEDYSQPSTSSSIIYSSQEDVKEFEREETQDKEESVESSLPLNAIEPCVICQGRPKNGCIVHGKTGHLMACFTCAKKLKKRNKPCPVCRQPIQMIVLTYFP. The peptide is AAAAAYWAALAPK. (5) The protein target is MDM2 with sequence MCNTNMSVPTDGAVTTSQIPASEQETLVRPKPLLLKLLKSVGAQKDTYTMKEVLFYLGQYIMTKRLYDEKQQHIVYCSNDLLGDLFGVPSFSVKEHRKIYTMIYRNLVVVNQQESSDSGTSVSENRCHLEGGSDQKDLVQELQEEKPSSSHLVSRPSTSSRRRAISETEENSDELSGERQRKRHKSDSISLSFDESLALCVIREICCERSSSSESTGTPSNPDLDAGVSEHSGDWLDQDSVSDQFSVEFEVESLDSEDYSLSEEGQELSDEDDEVYQVTVYQAGESDTDSFEEDPEISLADYWKCTSCNEMNPPLPSHCNRCWALRENWLPEDKGKDKGEISEKAKLENSTQAEEGFDVPDCKKTIVNDSRESCVEENDDKITQASQSQESEDYSQPSTSSSIIYSSQEDVKEFEREETQDKEESVESSLPLNAIEPCVICQGRPKNGCIVHGKTGHLMACFTCAKKLKKRNKPCPVCRQPIQMIVLTYFP. The peptide is LTGEHYWAQFTSK.